From a dataset of Forward reaction prediction with 1.9M reactions from USPTO patents (1976-2016). Predict the product of the given reaction. Given the reactants [CH:1]([C:3]1[CH:8]=[CH:7][C:6]([CH:9]([NH:11][C:12]([C:14]2[CH:18]=[C:17]([CH2:19][N:20]([S:22]([C:25]3[C:30]([CH3:31])=[CH:29][C:28]([O:32][CH3:33])=[CH:27][C:26]=3[CH3:34])(=[O:24])=[O:23])[CH3:21])[O:16][CH:15]=2)=[O:13])[CH3:10])=[CH:5][CH:4]=1)=O.[OH:35][CH:36]1[CH2:40][CH2:39][NH:38][CH2:37]1.CC(O)=O.ClCCCl, predict the reaction product. The product is: [OH:35][CH:36]1[CH2:40][CH2:39][N:38]([CH2:1][C:3]2[CH:4]=[CH:5][C:6]([CH:9]([NH:11][C:12]([C:14]3[CH:18]=[C:17]([CH2:19][N:20]([S:22]([C:25]4[C:30]([CH3:31])=[CH:29][C:28]([O:32][CH3:33])=[CH:27][C:26]=4[CH3:34])(=[O:24])=[O:23])[CH3:21])[O:16][CH:15]=3)=[O:13])[CH3:10])=[CH:7][CH:8]=2)[CH2:37]1.